The task is: Predict which catalyst facilitates the given reaction.. This data is from Catalyst prediction with 721,799 reactions and 888 catalyst types from USPTO. (1) Reactant: [O-]CC.[Na+].[Cl:5][C:6]1[CH:25]=[CH:24][C:9]([C:10]([NH:12][CH:13]([C:19]([O:21][CH2:22][CH3:23])=[O:20])[C:14]([O:16][CH2:17][CH3:18])=[O:15])=[O:11])=[CH:8][CH:7]=1.Br[CH2:27][C:28]1[C:37]2[C:32](=[CH:33][CH:34]=[CH:35][CH:36]=2)[NH:31][C:30](=[O:38])[CH:29]=1. Product: [Cl:5][C:6]1[CH:7]=[CH:8][C:9]([C:10]([NH:12][C:13]([C:14]([O:16][CH2:17][CH3:18])=[O:15])([CH2:27][C:28]2[C:37]3[C:32](=[CH:33][CH:34]=[CH:35][CH:36]=3)[NH:31][C:30](=[O:38])[CH:29]=2)[C:19]([O:21][CH2:22][CH3:23])=[O:20])=[O:11])=[CH:24][CH:25]=1. The catalyst class is: 8. (2) Reactant: [H-].[Na+].[C:3]([CH2:5][C:6]1[CH:15]=[CH:14][CH:13]=[CH:12][C:7]=1[C:8]([O:10][CH3:11])=[O:9])#[N:4].Br[CH2:17][CH2:18]Cl. Product: [C:3]([C:5]1([C:6]2[CH:15]=[CH:14][CH:13]=[CH:12][C:7]=2[C:8]([O:10][CH3:11])=[O:9])[CH2:18][CH2:17]1)#[N:4]. The catalyst class is: 16. (3) Reactant: [CH3:1][O:2][C:3]1[N:8]=[C:7]2[C:9]([C:13]3[N:23]([S:24]([C:27]4[CH:32]=[CH:31][C:30]([CH3:33])=[CH:29][CH:28]=4)(=[O:26])=[O:25])[C:16]4=[N:17][CH:18]=[CH:19][C:20]([CH2:21][NH2:22])=[C:15]4[CH:14]=3)=[CH:10][N:11]([CH3:12])[C:6]2=[CH:5][C:4]=1[O:34][CH3:35].[CH2:36]1[O:44][CH:37]1[C:38]1[CH:43]=[CH:42][CH:41]=[CH:40][CH:39]=1. Product: [CH3:1][O:2][C:3]1[N:8]=[C:7]2[C:9]([C:13]3[N:23]([S:24]([C:27]4[CH:32]=[CH:31][C:30]([CH3:33])=[CH:29][CH:28]=4)(=[O:26])=[O:25])[C:16]4=[N:17][CH:18]=[CH:19][C:20]([CH2:21][NH:22][CH:37]([C:38]5[CH:43]=[CH:42][CH:41]=[CH:40][CH:39]=5)[CH2:36][OH:44])=[C:15]4[CH:14]=3)=[CH:10][N:11]([CH3:12])[C:6]2=[CH:5][C:4]=1[O:34][CH3:35]. The catalyst class is: 8. (4) Reactant: [NH:1]1[CH2:6][CH2:5][CH2:4][CH2:3][CH:2]1[CH2:7][OH:8].C(N(CC)CC)C.[CH3:16][O:17][C:18]1[CH:23]=[C:22]([CH3:24])[C:21]([S:25](Cl)(=[O:27])=[O:26])=[C:20]([CH3:29])[CH:19]=1.Cl. Product: [CH3:16][O:17][C:18]1[CH:19]=[C:20]([CH3:29])[C:21]([S:25]([N:1]2[CH2:6][CH2:5][CH2:4][CH2:3][CH:2]2[CH2:7][OH:8])(=[O:26])=[O:27])=[C:22]([CH3:24])[CH:23]=1. The catalyst class is: 4.